Dataset: Peptide-MHC class II binding affinity with 134,281 pairs from IEDB. Task: Regression. Given a peptide amino acid sequence and an MHC pseudo amino acid sequence, predict their binding affinity value. This is MHC class II binding data. (1) The peptide sequence is KEVEEAWASACGGTG. The binding affinity (normalized) is 0. The MHC is DRB1_0301 with pseudo-sequence DRB1_0301. (2) The peptide sequence is KLSVKMHEDVLTRGL. The MHC is DRB1_0101 with pseudo-sequence DRB1_0101. The binding affinity (normalized) is 0.654. (3) The peptide sequence is HGRQIRMARILGRDPE. The MHC is DRB1_0101 with pseudo-sequence DRB1_0101. The binding affinity (normalized) is 0.602. (4) The peptide sequence is AAEQLWVTVYYGVPVWK. The MHC is DRB1_1001 with pseudo-sequence DRB1_1001. The binding affinity (normalized) is 0.506. (5) The peptide sequence is GLKTRQEKWMTGRMG. The MHC is HLA-DQA10201-DQB10301 with pseudo-sequence HLA-DQA10201-DQB10301. The binding affinity (normalized) is 0.584. (6) The peptide sequence is GKATLECQVQTAVDFKK. The MHC is HLA-DQA10201-DQB10303 with pseudo-sequence HLA-DQA10201-DQB10303. The binding affinity (normalized) is 0.284.